From a dataset of Catalyst prediction with 721,799 reactions and 888 catalyst types from USPTO. Predict which catalyst facilitates the given reaction. (1) Reactant: [CH3:1][C:2]1[CH:27]=[C:26]([C:28]([OH:37])([C:33]([F:36])([F:35])[F:34])[C:29]([F:32])([F:31])[F:30])[CH:25]=[CH:24][C:3]=1[O:4][C@@H:5]([CH2:17][C:18]1[CH:23]=[CH:22][CH:21]=[CH:20][CH:19]=1)[CH2:6][O:7][C:8]1[CH:16]=[CH:15][C:11]([C:12]([OH:14])=[O:13])=[CH:10][CH:9]=1.[OH-].[Li+:39]. Product: [CH3:1][C:2]1[CH:27]=[C:26]([C:28]([OH:37])([C:29]([F:30])([F:31])[F:32])[C:33]([F:35])([F:36])[F:34])[CH:25]=[CH:24][C:3]=1[O:4][C@@H:5]([CH2:17][C:18]1[CH:23]=[CH:22][CH:21]=[CH:20][CH:19]=1)[CH2:6][O:7][C:8]1[CH:16]=[CH:15][C:11]([C:12]([O-:14])=[O:13])=[CH:10][CH:9]=1.[Li+:39]. The catalyst class is: 1. (2) Reactant: [N:1]([CH2:4][CH2:5][CH2:6][CH2:7][CH2:8][CH2:9][C:10]([OH:12])=O)=[N+:2]=[N-:3].C1N=CN(C(N2C=NC=C2)=O)C=1.N#N.[CH2:27]([NH2:34])[C:28]1[CH:33]=[CH:32][CH:31]=[CH:30][CH:29]=1. Product: [N:1]([CH2:4][CH2:5][CH2:6][CH2:7][CH2:8][CH2:9][C:10]([NH:34][CH2:27][C:28]1[CH:33]=[CH:32][CH:31]=[CH:30][CH:29]=1)=[O:12])=[N+:2]=[N-:3]. The catalyst class is: 1. (3) Reactant: [F:1][C:2]1[CH:15]=[CH:14][C:5]([O:6][C:7]2[CH:12]=[CH:11][C:10](I)=[CH:9][N:8]=2)=[CH:4][CH:3]=1.[B:16]1([B:16]2[O:20][C:19]([CH3:22])([CH3:21])[C:18]([CH3:24])([CH3:23])[O:17]2)[O:20][C:19]([CH3:22])([CH3:21])[C:18]([CH3:24])([CH3:23])[O:17]1.CC([O-])=O.[K+]. Product: [F:1][C:2]1[CH:15]=[CH:14][C:5]([O:6][C:7]2[CH:12]=[CH:11][C:10]([B:16]3[O:20][C:19]([CH3:22])([CH3:21])[C:18]([CH3:24])([CH3:23])[O:17]3)=[CH:9][N:8]=2)=[CH:4][CH:3]=1. The catalyst class is: 140. (4) Reactant: [CH3:1][CH2:2][CH2:3][C@H:4]([NH:10][C@H:11]([C:13]([N:15]1[C@H:23]([C:24]([OH:26])=[O:25])[CH2:22][C@H:21]2[C@@H:16]1[CH2:17][CH2:18][CH2:19][CH2:20]2)=[O:14])[CH3:12])[C:5]([O:7][CH2:8][CH3:9])=[O:6].[NH2:27][C@H:28]([C:36]([OH:38])=[O:37])[CH2:29][CH2:30][CH2:31][NH:32][C:33](=[NH:35])[NH2:34]. Product: [CH3:1][CH2:2][CH2:3][C@H:4]([NH:10][C@H:11]([C:13]([N:15]1[C@H:23]([C:24]([OH:26])=[O:25])[CH2:22][C@H:21]2[C@@H:16]1[CH2:17][CH2:18][CH2:19][CH2:20]2)=[O:14])[CH3:12])[C:5]([O:7][CH2:8][CH3:9])=[O:6].[NH2:27][C@H:28]([C:36]([OH:38])=[O:37])[CH2:29][CH2:30][CH2:31][NH:32][C:33](=[NH:34])[NH2:35]. The catalyst class is: 6. (5) The catalyst class is: 20. Product: [CH3:13][O:14][C:15](=[O:17])[CH2:16][CH:24]([NH:25][S:26]([C:28]([CH3:31])([CH3:30])[CH3:29])=[O:27])[C:18]1[CH:23]=[CH:22][CH:21]=[CH:20][CH:19]=1. Reactant: N(C(C)C)C(C)C.[Li]CCCC.[CH3:13][O:14][C:15](=[O:17])[CH3:16].[C:18]1([CH:24]=[N:25][S:26]([C:28]([CH3:31])([CH3:30])[CH3:29])=[O:27])[CH:23]=[CH:22][CH:21]=[CH:20][CH:19]=1.[NH4+].[Cl-]. (6) Reactant: [Cl:1]Cl.[CH2:3]([C:5]1[CH:9]=[C:8]([C:10]([O:12][CH2:13][CH3:14])=[O:11])[N:7]([CH3:15])[N:6]=1)[CH3:4]. Product: [Cl:1][C:9]1[C:5]([CH2:3][CH3:4])=[N:6][N:7]([CH3:15])[C:8]=1[C:10]([O:12][CH2:13][CH3:14])=[O:11]. The catalyst class is: 5. (7) Reactant: [NH2:1][C:2]1[C:3](=[O:11])[N:4]([CH3:10])[C:5](=[O:9])[N:6]([CH3:8])[CH:7]=1.ClCCl.[CH2:15](Br)[C:16]#[CH:17]. Product: [CH3:8][N:6]1[CH:7]=[C:2]([NH:1][CH2:17][C:16]#[CH:15])[C:3](=[O:11])[N:4]([CH3:10])[C:5]1=[O:9]. The catalyst class is: 5.